Dataset: Full USPTO retrosynthesis dataset with 1.9M reactions from patents (1976-2016). Task: Predict the reactants needed to synthesize the given product. (1) Given the product [CH2:27]([NH:2][C@@H:3]1[CH2:5][C@H:4]1[C:6]1[CH:7]=[CH:8][C:9]([NH:12][C:13]([C:15]2[CH:16]=[C:17]([C:21]3[CH:26]=[CH:25][CH:24]=[CH:23][CH:22]=3)[CH:18]=[CH:19][CH:20]=2)=[O:14])=[CH:10][CH:11]=1)[C:28]1[CH:33]=[CH:32][CH:31]=[CH:30][CH:29]=1, predict the reactants needed to synthesize it. The reactants are: Cl.[NH2:2][C@@H:3]1[CH2:5][C@H:4]1[C:6]1[CH:11]=[CH:10][C:9]([NH:12][C:13]([C:15]2[CH:16]=[C:17]([C:21]3[CH:26]=[CH:25][CH:24]=[CH:23][CH:22]=3)[CH:18]=[CH:19][CH:20]=2)=[O:14])=[CH:8][CH:7]=1.[CH:27](=O)[C:28]1[CH:33]=[CH:32][CH:31]=[CH:30][CH:29]=1.C(=O)([O-])O.[Na+].[BH4-].[Na+]. (2) Given the product [CH3:6][C:4]([O:7][C:8]([N:10]([CH2:12][C:13]1[C:22]2[C:17](=[CH:18][CH:19]=[CH:20][CH:21]=2)[C:16]([C:23]([OH:25])=[O:24])=[CH:15][CH:14]=1)[CH3:11])=[O:9])([CH3:3])[CH3:5], predict the reactants needed to synthesize it. The reactants are: [OH-].[Na+].[CH3:3][C:4]([O:7][C:8]([N:10]([CH2:12][C:13]1[C:22]2[C:17](=[CH:18][CH:19]=[CH:20][CH:21]=2)[C:16]([C:23]([O:25]C)=[O:24])=[CH:15][CH:14]=1)[CH3:11])=[O:9])([CH3:6])[CH3:5]. (3) Given the product [F:1][C:2]([F:28])([F:29])[C:3]1[CH:8]=[C:7]([CH2:9][O:10][N:11]=[C:12]([C:14]2[CH:19]=[CH:18][C:17]([CH2:20][NH:30][CH2:31][CH2:32][C:33]([OH:35])=[O:34])=[CH:16][CH:15]=2)[CH3:13])[CH:6]=[CH:5][C:4]=1[C:22]1[CH:27]=[CH:26][CH:25]=[CH:24][CH:23]=1, predict the reactants needed to synthesize it. The reactants are: [F:1][C:2]([F:29])([F:28])[C:3]1[CH:8]=[C:7]([CH2:9][O:10][N:11]=[C:12]([C:14]2[CH:19]=[CH:18][C:17]([CH2:20]O)=[CH:16][CH:15]=2)[CH3:13])[CH:6]=[CH:5][C:4]=1[C:22]1[CH:27]=[CH:26][CH:25]=[CH:24][CH:23]=1.[NH2:30][CH2:31][CH2:32][C:33]([OH:35])=[O:34].CCN(CC)CC.[BH4-].[Na+]. (4) The reactants are: [F:1][C:2]1[CH:10]=[C:9]2[C:5]([CH:6]=[N:7][N:8]2[CH3:11])=[CH:4][C:3]=1[CH2:12][C:13]1[N:17]2[N:18]=[C:19]([CH:22]([OH:25])[CH2:23][CH3:24])[CH:20]=[CH:21][C:16]2=[N:15][CH:14]=1.CC(OI1(OC(C)=O)(OC(C)=O)OC(=O)C2C=CC=CC1=2)=O. Given the product [F:1][C:2]1[CH:10]=[C:9]2[C:5]([CH:6]=[N:7][N:8]2[CH3:11])=[CH:4][C:3]=1[CH2:12][C:13]1[N:17]2[N:18]=[C:19]([C:22](=[O:25])[CH2:23][CH3:24])[CH:20]=[CH:21][C:16]2=[N:15][CH:14]=1, predict the reactants needed to synthesize it. (5) Given the product [N:1]1[CH:6]=[CH:5][CH:4]=[C:3]([CH:7]2[CH2:12][C:11](=[N:15][OH:16])[CH2:10][CH2:9][O:8]2)[CH:2]=1, predict the reactants needed to synthesize it. The reactants are: [N:1]1[CH:6]=[CH:5][CH:4]=[C:3]([CH:7]2[CH2:12][C:11](=O)[CH2:10][CH2:9][O:8]2)[CH:2]=1.Cl.[NH2:15][OH:16].